Dataset: Forward reaction prediction with 1.9M reactions from USPTO patents (1976-2016). Task: Predict the product of the given reaction. The product is: [N:38]1([N:35]=[CH:34][C:31]2[CH:30]=[CH:29][C:28]([CH2:27][N:24]3[CH2:25][CH2:26][N:21]([S:19]([C:47]4[NH:44][C:45]5[C:46]([CH:48]=4)=[CH:30][C:29]([Cl:37])=[CH:28][CH:27]=5)(=[O:18])=[O:20])[CH2:22][C:23]3=[O:36])=[CH:33][CH:32]=2)[CH2:41][CH2:40][CH2:39]1. Given the reactants ClC1C=CC2C(=CC([O:18][S:19]([N:21]3[CH2:26][CH2:25][N:24]([CH2:27][C:28]4[CH:33]=[CH:32][C:31]([C:34]#[N:35])=[CH:30][CH:29]=4)[C:23](=[O:36])[CH2:22]3)=[O:20])(C(OC(C)(C)C)=O)N=2)C=1.[ClH:37].[NH:38]1[CH2:41][CH2:40][CH2:39]1.C([N:44]([CH2:47][CH3:48])[CH2:45][CH3:46])C, predict the reaction product.